Task: Predict the reaction yield, written as a fraction of the theoretical maximum amount of product (1.0 means a 100% yield; for example, 0.34 means a 34% yield).. Dataset: Reaction yield outcomes from USPTO patents with 853,638 reactions (1) The reactants are [F:1][C:2]1[CH:7]=[CH:6][C:5]([C:8]2[S:9][CH:10]=[C:11]([C:13]([CH3:20])([CH3:19])[C:14]([O:16]CC)=[O:15])[N:12]=2)=[CH:4][CH:3]=1.O.[OH-].[Li+]. The catalyst is C1COCC1.C(O)C.O. The product is [F:1][C:2]1[CH:3]=[CH:4][C:5]([C:8]2[S:9][CH:10]=[C:11]([C:13]([CH3:20])([CH3:19])[C:14]([OH:16])=[O:15])[N:12]=2)=[CH:6][CH:7]=1. The yield is 0.980. (2) The reactants are [NH2:1][C:2]1[C:11]2[N:10]=[C:9]([C:12]3[CH:17]=[CH:16][C:15]([C:18]45[CH2:25][CH2:24][C:21]([CH:26]([CH3:31])[C:27]([O:29]C)=[O:28])([CH2:22][CH2:23]4)[CH2:20][CH2:19]5)=[CH:14][CH:13]=3)[C:8]([CH3:33])([CH3:32])[O:7][C:6]=2[N:5]=[CH:4][N:3]=1.C[Si](C)(C)[O-].[K+]. The catalyst is C1COCC1.CS(C)=O.CC#N.O. The product is [NH2:1][C:2]1[C:11]2[N:10]=[C:9]([C:12]3[CH:13]=[CH:14][C:15]([C:18]45[CH2:23][CH2:22][C:21]([CH:26]([CH3:31])[C:27]([OH:29])=[O:28])([CH2:20][CH2:19]4)[CH2:24][CH2:25]5)=[CH:16][CH:17]=3)[C:8]([CH3:32])([CH3:33])[O:7][C:6]=2[N:5]=[CH:4][N:3]=1. The yield is 0.210. (3) The reactants are [C:1]([O:7][CH2:8][CH3:9])(=[O:6])[CH2:2][C:3]([CH3:5])=O.[F:10][C:11]1[CH:18]=[CH:17][C:16]([Br:19])=[CH:15][C:12]=1[CH:13]=O.[NH4+:20].[OH-:21]. The catalyst is CCO.C(Cl)Cl. The product is [Br:19][C:16]1[CH:17]=[CH:18][C:11]([F:10])=[C:12]([CH:13]2[C:2]([C:1]([O:7][CH2:8][CH3:9])=[O:6])=[C:3]([CH3:5])[NH:20][C:3]([CH3:5])=[C:2]2[C:1]([O:7][CH2:8][CH3:9])=[O:21])[CH:15]=1. The yield is 0.470.